From a dataset of Catalyst prediction with 721,799 reactions and 888 catalyst types from USPTO. Predict which catalyst facilitates the given reaction. (1) Reactant: [OH-].[Na+].[Br:3][C:4]1[CH:5]=[C:6]([CH:18]=[CH:19][C:20]=1[F:21])[CH:7]=[C:8]1[C:16]2[C:11](=[CH:12][CH:13]=[CH:14][CH:15]=2)[C:10](=O)[O:9]1.O.[NH2:23][NH2:24].Cl. Product: [Br:3][C:4]1[CH:5]=[C:6]([CH:18]=[CH:19][C:20]=1[F:21])[CH2:7][C:8]1[C:16]2[C:11](=[CH:12][CH:13]=[CH:14][CH:15]=2)[C:10](=[O:9])[NH:24][N:23]=1. The catalyst class is: 6. (2) Reactant: [OH:1][C:2]1[CH:11]=[C:10]2[C:5]([C:6]([O:12][C:13]3[C:14]([C:23](=[O:25])[CH3:24])=[N:15][C:16]4[C:21]([CH:22]=3)=[CH:20][CH:19]=[CH:18][CH:17]=4)=[CH:7][CH:8]=[N:9]2)=[CH:4][C:3]=1[O:26][CH3:27].C1(P(C2C=CC=CC=2)C2C=CC=CC=2)C=CC=CC=1.CC1(C)[O:53][CH2:52][CH:51]([CH2:54]O)[CH2:50][O:49]1.CCOC(/N=N/C(OCC)=O)=O.S(=O)(=O)(O)O.[OH-].[Na+]. Product: [OH:49][CH2:50][CH:51]([CH2:52][OH:53])[CH2:54][O:1][C:2]1[CH:11]=[C:10]2[C:5]([C:6]([O:12][C:13]3[C:14]([C:23](=[O:25])[CH3:24])=[N:15][C:16]4[C:21]([CH:22]=3)=[CH:20][CH:19]=[CH:18][CH:17]=4)=[CH:7][CH:8]=[N:9]2)=[CH:4][C:3]=1[O:26][CH3:27]. The catalyst class is: 30.